Dataset: Catalyst prediction with 721,799 reactions and 888 catalyst types from USPTO. Task: Predict which catalyst facilitates the given reaction. (1) Reactant: CS(O[C@@H:6]1[CH2:10][C@H:9]([C:11]2[N:15]3[C:16]4[CH:22]=[CH:21][N:20]([S:23]([C:26]5[CH:32]=[CH:31][C:29]([CH3:30])=[CH:28][CH:27]=5)(=[O:25])=[O:24])[C:17]=4[N:18]=[CH:19][C:14]3=[N:13][CH:12]=2)[C@H:8]([CH3:33])[CH2:7]1)(=O)=O.[NH:34]1[CH2:39][CH2:38][CH:37]([C:40]#[N:41])[CH2:36][CH2:35]1.CCN(C(C)C)C(C)C. Product: [CH3:33][C@H:8]1[C@@H:9]([C:11]2[N:15]3[C:16]4[CH:22]=[CH:21][N:20]([S:23]([C:26]5[CH:32]=[CH:31][C:29]([CH3:30])=[CH:28][CH:27]=5)(=[O:25])=[O:24])[C:17]=4[N:18]=[CH:19][C:14]3=[N:13][CH:12]=2)[CH2:10][C@H:6]([N:34]2[CH2:39][CH2:38][CH:37]([C:40]#[N:41])[CH2:36][CH2:35]2)[CH2:7]1. The catalyst class is: 3. (2) Product: [C:9](=[N:3][OH:2])([CH:17]1[CH2:22][CH2:21][CH2:20][CH2:19][CH2:18]1)[C:10]1[CH:15]=[CH:14][CH:13]=[CH:12][CH:11]=1. Reactant: Cl.[OH:2][NH2:3].CC([O-])=O.[Na+].[C:9]([CH:17]1[CH2:22][CH2:21][CH2:20][CH2:19][CH2:18]1)(=O)[C:10]1[CH:15]=[CH:14][CH:13]=[CH:12][CH:11]=1. The catalyst class is: 14.